The task is: Predict the product of the given reaction.. This data is from Forward reaction prediction with 1.9M reactions from USPTO patents (1976-2016). (1) Given the reactants [F:1][C:2]1[CH:9]=[CH:8][C:5]([CH:6]=O)=[CH:4][C:3]=1[C:10]([F:13])([F:12])[F:11].[CH2:14]1[C:19](=O)[CH2:18][C:16](=[O:17])[CH2:15]1.[NH2:21][C:22]1[N:26]([CH3:27])[NH:25][C:24](=[O:28])[CH:23]=1, predict the reaction product. The product is: [F:1][C:2]1[CH:9]=[CH:8][C:5]([CH:6]2[C:23]3[C:24](=[O:28])[NH:25][N:26]([CH3:27])[C:22]=3[NH:21][C:19]3[CH2:14][CH2:15][C:16](=[O:17])[C:18]2=3)=[CH:4][C:3]=1[C:10]([F:13])([F:12])[F:11]. (2) Given the reactants [C:1]1([CH3:7])[CH:6]=[CH:5][CH:4]=[CH:3][CH:2]=1.[C:8]([O:12]OC(C)(C)C)(C)(C)C.[C]=O.[CH2:20]([OH:24])[CH2:21][CH2:22][CH3:23], predict the reaction product. The product is: [C:1]1([CH2:7][C:8]([O:24][CH2:20][CH2:21][CH2:22][CH3:23])=[O:12])[CH:6]=[CH:5][CH:4]=[CH:3][CH:2]=1. (3) The product is: [N:39]1[CH:40]=[CH:41][CH:42]=[C:37]([C:2]2[CH:3]=[CH:4][C:5]([C:8]3[C:9]([C:27]([F:29])([F:30])[F:28])=[C:10]([CH2:14][O:15][CH:16]4[CH2:19][N:18]([C:20]([NH:22][C:23]([CH3:26])([CH3:24])[CH3:25])=[O:21])[CH2:17]4)[CH:11]=[CH:12][CH:13]=3)=[CH:6][CH:7]=2)[CH:38]=1. Given the reactants I[C:2]1[CH:7]=[CH:6][C:5]([C:8]2[C:9]([C:27]([F:30])([F:29])[F:28])=[C:10]([CH2:14][O:15][CH:16]3[CH2:19][N:18]([C:20]([NH:22][C:23]([CH3:26])([CH3:25])[CH3:24])=[O:21])[CH2:17]3)[CH:11]=[CH:12][CH:13]=2)=[CH:4][CH:3]=1.B1([C:37]2[CH:42]=[CH:41][CH:40]=[N:39][CH:38]=2)OCCCO1.C1(P(C2C=CC=CC=2)C2C=CC=CC=2)C=CC=CC=1.C(=O)(O)[O-].[Na+], predict the reaction product. (4) Given the reactants [NH2:1][CH2:2][CH2:3][C:4]1[C:5]([C:18]([O:20]CC)=O)=[C:6]([CH3:17])[N:7]([CH2:9][O:10][CH2:11][CH2:12][Si:13]([CH3:16])([CH3:15])[CH3:14])[CH:8]=1.O.[OH-].[Li+], predict the reaction product. The product is: [CH3:17][C:6]1[N:7]([CH2:9][O:10][CH2:11][CH2:12][Si:13]([CH3:16])([CH3:15])[CH3:14])[CH:8]=[C:4]2[CH2:3][CH2:2][NH:1][C:18](=[O:20])[C:5]=12. (5) Given the reactants [CH2:1]([C:3]1[C:12]2[C:7](=[CH:8][C:9]([O:13][CH3:14])=[CH:10][CH:11]=2)[O:6][C:5](=[O:15])[CH:4]=1)[CH3:2].[Se](=O)=[O:17], predict the reaction product. The product is: [OH:17][CH:1]([C:3]1[C:12]2[C:7](=[CH:8][C:9]([O:13][CH3:14])=[CH:10][CH:11]=2)[O:6][C:5](=[O:15])[CH:4]=1)[CH3:2].